Dataset: NCI-60 drug combinations with 297,098 pairs across 59 cell lines. Task: Regression. Given two drug SMILES strings and cell line genomic features, predict the synergy score measuring deviation from expected non-interaction effect. (1) Drug 1: C1CC(=O)NC(=O)C1N2CC3=C(C2=O)C=CC=C3N. Drug 2: C(CN)CNCCSP(=O)(O)O. Cell line: SW-620. Synergy scores: CSS=10.2, Synergy_ZIP=-3.92, Synergy_Bliss=-2.64, Synergy_Loewe=-3.21, Synergy_HSA=-1.44. (2) Drug 1: C1=CC(=CC=C1CCCC(=O)O)N(CCCl)CCCl. Drug 2: C(=O)(N)NO. Cell line: SNB-19. Synergy scores: CSS=5.81, Synergy_ZIP=-8.37, Synergy_Bliss=-4.61, Synergy_Loewe=-17.6, Synergy_HSA=-4.50. (3) Cell line: TK-10. Drug 2: C(CCl)NC(=O)N(CCCl)N=O. Drug 1: CC1=C(C(CCC1)(C)C)C=CC(=CC=CC(=CC(=O)O)C)C. Synergy scores: CSS=17.5, Synergy_ZIP=-1.52, Synergy_Bliss=-0.0123, Synergy_Loewe=2.59, Synergy_HSA=3.10. (4) Drug 1: C1=C(C(=O)NC(=O)N1)F. Drug 2: COC1=C2C(=CC3=C1OC=C3)C=CC(=O)O2. Cell line: KM12. Synergy scores: CSS=27.1, Synergy_ZIP=-3.79, Synergy_Bliss=-11.3, Synergy_Loewe=-21.9, Synergy_HSA=-19.0. (5) Drug 1: C1CN1C2=NC(=NC(=N2)N3CC3)N4CC4. Drug 2: COCCOC1=C(C=C2C(=C1)C(=NC=N2)NC3=CC=CC(=C3)C#C)OCCOC.Cl. Cell line: NCI-H522. Synergy scores: CSS=34.7, Synergy_ZIP=-5.46, Synergy_Bliss=-4.10, Synergy_Loewe=0.0258, Synergy_HSA=0.822. (6) Drug 1: CC1C(C(CC(O1)OC2CC(CC3=C2C(=C4C(=C3O)C(=O)C5=C(C4=O)C(=CC=C5)OC)O)(C(=O)CO)O)N)O.Cl. Drug 2: N.N.Cl[Pt+2]Cl. Cell line: HCT116. Synergy scores: CSS=58.7, Synergy_ZIP=0.583, Synergy_Bliss=0.123, Synergy_Loewe=-13.3, Synergy_HSA=4.29. (7) Drug 1: C1=CC(=CC=C1C#N)C(C2=CC=C(C=C2)C#N)N3C=NC=N3. Drug 2: C(CN)CNCCSP(=O)(O)O. Cell line: RXF 393. Synergy scores: CSS=-0.862, Synergy_ZIP=0.317, Synergy_Bliss=-1.51, Synergy_Loewe=-0.816, Synergy_HSA=-2.30.